The task is: Predict the reaction yield, written as a fraction of the theoretical maximum amount of product (1.0 means a 100% yield; for example, 0.34 means a 34% yield).. This data is from Reaction yield outcomes from USPTO patents with 853,638 reactions. (1) The reactants are [CH:1]1([N:6]2[C:14]3[CH:13]=[C:12]([C:15]([CH3:17])=[CH2:16])[CH:11]=[C:10]([C:18]([NH:20][CH2:21][C:22]4[C:23](=[O:30])[NH:24][C:25]([CH3:29])=[CH:26][C:27]=4[CH3:28])=[O:19])[C:9]=3[CH:8]=[N:7]2)[CH2:5][CH2:4][CH2:3][CH2:2]1. The catalyst is [Pd]. The product is [CH:1]1([N:6]2[C:14]3[CH:13]=[C:12]([CH:15]([CH3:16])[CH3:17])[CH:11]=[C:10]([C:18]([NH:20][CH2:21][C:22]4[C:23](=[O:30])[NH:24][C:25]([CH3:29])=[CH:26][C:27]=4[CH3:28])=[O:19])[C:9]=3[CH:8]=[N:7]2)[CH2:2][CH2:3][CH2:4][CH2:5]1. The yield is 0.350. (2) The reactants are [F:1][C:2]1[CH:8]=[CH:7][C:5]([NH2:6])=[CH:4][C:3]=1[N+:9]([O-:11])=[O:10].[Cl:12][CH2:13][S:14](Cl)(=[O:16])=[O:15].CN(C1C=CC=CN=1)C. The catalyst is ClCCl.N1C=CC=CC=1. The product is [Cl:12][CH2:13][S:14]([NH:6][C:5]1[CH:7]=[CH:8][C:2]([F:1])=[C:3]([N+:9]([O-:11])=[O:10])[CH:4]=1)(=[O:16])=[O:15]. The yield is 0.930. (3) The reactants are [CH:1]1([C:6]2([CH3:16])[C:11](=[O:12])[N:10]([CH3:13])[C:9](=[O:14])[NH:8][C:7]2=[O:15])[CH2:5][CH2:4][CH2:3][CH2:2]1.Br.Br[CH2:19][C:20]([C:22]1[CH:23]=[N:24][CH:25]=[CH:26][CH:27]=1)=[O:21]. No catalyst specified. The product is [CH:1]1([C:6]2([CH3:16])[C:11](=[O:12])[N:10]([CH3:13])[C:9](=[O:14])[N:8]([CH2:19][C:20](=[O:21])[C:22]3[CH:23]=[N:24][CH:25]=[CH:26][CH:27]=3)[C:7]2=[O:15])[CH2:2][CH2:3][CH2:4][CH2:5]1. The yield is 0.310. (4) The reactants are [F:1][C:2]([F:9])([F:8])[C:3]1[CH:4]=[N:5][NH:6][CH:7]=1.N1C2C(=CC=CC=2O)C=CC=1.C(=O)([O-])[O-].[K+].[K+].Br[C:28]1[CH:33]=[CH:32][C:31]([CH:34]=[C:35]([C:40]2[CH:49]=[CH:48][C:43]([C:44]([O:46][CH3:47])=[O:45])=[CH:42][CH:41]=2)[CH2:36][CH:37]([CH3:39])[CH3:38])=[CH:30][CH:29]=1. The catalyst is CS(C)=O.[Cu]I. The product is [CH3:38][CH:37]([CH3:39])[CH2:36][C:35]([C:40]1[CH:41]=[CH:42][C:43]([C:44]([O:46][CH3:47])=[O:45])=[CH:48][CH:49]=1)=[CH:34][C:31]1[CH:32]=[CH:33][C:28]([N:5]2[CH:4]=[C:3]([C:2]([F:9])([F:8])[F:1])[CH:7]=[N:6]2)=[CH:29][CH:30]=1. The yield is 0.0950.